Dataset: Full USPTO retrosynthesis dataset with 1.9M reactions from patents (1976-2016). Task: Predict the reactants needed to synthesize the given product. (1) Given the product [Br:1][C:2]1[CH:3]=[C:4]2[C:9](=[CH:10][CH:11]=1)[N:8]([CH2:12][C:13]1[CH:14]=[CH:15][C:16]([O:19][CH3:20])=[CH:17][CH:18]=1)[C:7](=[O:21])[C:6]([C:22]1[S:23][CH:24]=[CH:25][CH:26]=1)=[C:5]2[O:27][CH2:35][CH:36]1[CH2:41][CH2:40][O:39][CH2:38][CH2:37]1, predict the reactants needed to synthesize it. The reactants are: [Br:1][C:2]1[CH:3]=[C:4]2[C:9](=[CH:10][CH:11]=1)[N:8]([CH2:12][C:13]1[CH:18]=[CH:17][C:16]([O:19][CH3:20])=[CH:15][CH:14]=1)[C:7](=[O:21])[C:6]([C:22]1[S:23][CH:24]=[CH:25][CH:26]=1)=[C:5]2[OH:27].C(=O)([O-])[O-].[K+].[K+].Br[CH2:35][CH:36]1[CH2:41][CH2:40][O:39][CH2:38][CH2:37]1.[OH-].[Na+]. (2) Given the product [OH:7][CH:6]([CH2:5][OH:4])[CH2:8][O:9][NH:10][C:11]([C:13]1[C:14]([NH:24][C:25]2[CH:30]=[CH:29][C:28]([Br:31])=[CH:27][C:26]=2[F:32])=[C:15]([Cl:23])[C:16](=[O:22])[N:17]2[C:21]=1[CH2:20][CH2:19][CH2:18]2)=[O:12], predict the reactants needed to synthesize it. The reactants are: Cl.CC1(C)[O:7][CH:6]([CH2:8][O:9][NH:10][C:11]([C:13]2[C:14]([NH:24][C:25]3[CH:30]=[CH:29][C:28]([Br:31])=[CH:27][C:26]=3[F:32])=[C:15]([Cl:23])[C:16](=[O:22])[N:17]3[C:21]=2[CH2:20][CH2:19][CH2:18]3)=[O:12])[CH2:5][O:4]1.